This data is from Catalyst prediction with 721,799 reactions and 888 catalyst types from USPTO. The task is: Predict which catalyst facilitates the given reaction. (1) The catalyst class is: 14. Reactant: [ClH:1].[CH3:2][C:3]1[C:21]([NH:22]C(=O)OCC2C=CC=CC=2)=[C:6]2[N:7]=[C:8]([C:11]3[CH:16]=[CH:15][CH:14]=[CH:13][C:12]=3[C:17]([F:20])([F:19])[F:18])[CH:9]=[CH:10][N:5]2[N:4]=1. Product: [ClH:1].[CH3:2][C:3]1[C:21]([NH2:22])=[C:6]2[N:7]=[C:8]([C:11]3[CH:16]=[CH:15][CH:14]=[CH:13][C:12]=3[C:17]([F:20])([F:18])[F:19])[CH:9]=[CH:10][N:5]2[N:4]=1. (2) Reactant: [CH3:1][CH:2]([CH3:25])[CH2:3][CH:4]([C:10]1[CH:15]=[CH:14][C:13]([N+:16]([O-])=O)=[C:12]([O:19][CH2:20][C:21]([F:24])([F:23])[F:22])[CH:11]=1)[C:5]([O:7][CH2:8][CH3:9])=[O:6]. Product: [NH2:16][C:13]1[CH:14]=[CH:15][C:10]([CH:4]([CH2:3][CH:2]([CH3:1])[CH3:25])[C:5]([O:7][CH2:8][CH3:9])=[O:6])=[CH:11][C:12]=1[O:19][CH2:20][C:21]([F:22])([F:23])[F:24]. The catalyst class is: 105. (3) The catalyst class is: 1. Reactant: [H-].[Na+].[Cl:3][C:4]1[CH:28]=[CH:27][C:7]([CH2:8][C:9]2([OH:26])[CH2:14][CH2:13][N:12]([S:15]([C:18]3[C:19]([CH3:25])=[N:20][N:21]([CH3:24])[C:22]=3[CH3:23])(=[O:17])=[O:16])[CH2:11][CH2:10]2)=[CH:6][CH:5]=1.[CH3:29]N(C)P(N(C)C)(N(C)C)=O.CI.S(=O)(=O)(O)[O-].[Na+]. Product: [Cl:3][C:4]1[CH:28]=[CH:27][C:7]([CH2:8][C:9]2([O:26][CH3:29])[CH2:14][CH2:13][N:12]([S:15]([C:18]3[C:19]([CH3:25])=[N:20][N:21]([CH3:24])[C:22]=3[CH3:23])(=[O:17])=[O:16])[CH2:11][CH2:10]2)=[CH:6][CH:5]=1.